From a dataset of Forward reaction prediction with 1.9M reactions from USPTO patents (1976-2016). Predict the product of the given reaction. (1) Given the reactants C(OC([N:8]1[CH2:13][CH2:12][N:11]([C:14]2[N:22]([C:23]3[CH:28]=[CH:27][CH:26]=[CH:25][C:24]=3[Cl:29])[C:21]3[C:20](=[O:30])[N:19]([CH3:31])[C:18](=[O:32])[N:17]([CH2:33][C:34]([OH:36])=[O:35])[C:16]=3[N:15]=2)[CH2:10][CH2:9]1)=O)(C)(C)C.[F:37][C:38]([F:43])([F:42])[C:39]([OH:41])=[O:40], predict the reaction product. The product is: [F:37][C:38]([F:43])([F:42])[C:39]([OH:41])=[O:40].[Cl:29][C:24]1[CH:25]=[CH:26][CH:27]=[CH:28][C:23]=1[N:22]1[C:21]2[C:20](=[O:30])[N:19]([CH3:31])[C:18](=[O:32])[N:17]([CH2:33][C:34]([OH:36])=[O:35])[C:16]=2[N:15]=[C:14]1[N:11]1[CH2:12][CH2:13][NH:8][CH2:9][CH2:10]1. (2) Given the reactants [CH3:1][C:2]1([C:15](=[O:28])[NH:16][C:17]2[CH:22]=[CH:21][CH:20]=[C:19]([C:23]3[O:27][CH:26]=[N:25][CH:24]=3)[CH:18]=2)[CH2:7][CH2:6][N:5](C(OC(C)(C)C)=O)[CH2:4][CH2:3]1.Cl, predict the reaction product. The product is: [CH3:1][C:2]1([C:15]([NH:16][C:17]2[CH:22]=[CH:21][CH:20]=[C:19]([C:23]3[O:27][CH:26]=[N:25][CH:24]=3)[CH:18]=2)=[O:28])[CH2:3][CH2:4][NH:5][CH2:6][CH2:7]1.